From a dataset of Forward reaction prediction with 1.9M reactions from USPTO patents (1976-2016). Predict the product of the given reaction. (1) Given the reactants [F:1][C:2]1[CH:20]=[CH:19][CH:18]=[CH:17][C:3]=1[CH2:4][N:5]1[C:9]2=[N:10][C:11]([CH3:14])=[N:12][CH:13]=[C:8]2[C:7]([C:15]#[N:16])=[N:6]1.C[O-].[Na+].C(O)(=O)C.[Cl-].[NH4+:29], predict the reaction product. The product is: [F:1][C:2]1[CH:20]=[CH:19][CH:18]=[CH:17][C:3]=1[CH2:4][N:5]1[C:9]2=[N:10][C:11]([CH3:14])=[N:12][CH:13]=[C:8]2[C:7]([C:15](=[NH:29])[NH2:16])=[N:6]1. (2) The product is: [CH2:1]([C:4]1[C:12]([O:13][CH2:14][C:15]2[CH:20]=[CH:19][CH:18]=[CH:17][CH:16]=2)=[CH:11][CH:10]=[C:9]2[C:5]=1[CH:6]=[CH:7][NH:8]2)[CH:2]=[CH2:3]. Given the reactants [CH2:1]([C:4]1[C:12]([OH:13])=[CH:11][CH:10]=[C:9]2[C:5]=1[CH:6]=[CH:7][NH:8]2)[CH:2]=[CH2:3].[CH2:14](Br)[C:15]1[CH:20]=[CH:19][CH:18]=[CH:17][CH:16]=1.C([O-])([O-])=O.[Cs+].[Cs+], predict the reaction product. (3) The product is: [F:1][C:2]1[CH:3]=[C:4]([CH:22]=[CH:23][C:24]=1[CH2:25][S:26]([CH3:29])(=[O:27])=[O:28])[O:5][CH2:6][CH2:7][CH2:8][CH:9]1[CH2:10][CH2:11][NH:12][CH2:13][CH2:14]1. Given the reactants [F:1][C:2]1[CH:3]=[C:4]([CH:22]=[CH:23][C:24]=1[CH2:25][S:26]([CH3:29])(=[O:28])=[O:27])[O:5][CH2:6][CH2:7][CH2:8][CH:9]1[CH2:14][CH2:13][N:12](C(OC(C)(C)C)=O)[CH2:11][CH2:10]1.Cl, predict the reaction product. (4) Given the reactants [C:1]([O:5][C:6]([NH:8][C@@H:9]([CH2:13][CH2:14][CH2:15][C@@H:16]([C@@H:22]([O:35][Si:36]([CH:43]([CH3:45])[CH3:44])([CH:40]([CH3:42])[CH3:41])[CH:37]([CH3:39])[CH3:38])[C@@H:23]([O:25]CC1C=CC(OC)=CC=1)[CH3:24])[CH2:17][CH2:18][CH:19]([CH3:21])[CH3:20])[C:10]([OH:12])=[O:11])=[O:7])([CH3:4])([CH3:3])[CH3:2], predict the reaction product. The product is: [C:1]([O:5][C:6]([NH:8][C@@H:9]([CH2:13][CH2:14][CH2:15][C@@H:16]([C@@H:22]([O:35][Si:36]([CH:37]([CH3:39])[CH3:38])([CH:40]([CH3:42])[CH3:41])[CH:43]([CH3:45])[CH3:44])[C@@H:23]([OH:25])[CH3:24])[CH2:17][CH2:18][CH:19]([CH3:20])[CH3:21])[C:10]([OH:12])=[O:11])=[O:7])([CH3:4])([CH3:2])[CH3:3].